This data is from Full USPTO retrosynthesis dataset with 1.9M reactions from patents (1976-2016). The task is: Predict the reactants needed to synthesize the given product. (1) The reactants are: [C:1]([OH:8])(=[O:7])/[CH:2]=[CH:3]\[C:4]([OH:6])=[O:5].[NH2:9][CH2:10][CH2:11][N:12]1[CH2:16][CH2:15][N:14]=[C:13]1[CH:17]=[CH:18][CH2:19][CH2:20][CH2:21][CH2:22][CH2:23][CH2:24][CH2:25][CH2:26][CH2:27][CH2:28][CH2:29][CH2:30][CH2:31][CH2:32][CH3:33].N1CCN=C1. Given the product [C:1]([OH:8])(=[O:7])/[CH:2]=[CH:3]\[C:4]([OH:6])=[O:5].[NH2:9][CH2:10][CH2:11][N:12]1[CH2:16][CH2:15][N:14]=[C:13]1[CH:17]=[CH:18][CH2:19][CH2:20][CH2:21][CH2:22][CH2:23][CH2:24][CH2:25][CH2:26][CH2:27][CH2:28][CH2:29][CH2:30][CH2:31][CH2:32][CH3:33], predict the reactants needed to synthesize it. (2) Given the product [Br:17][C:15]1[CH:14]=[CH:13][C:12]([F:18])=[C:11]([C:10]2[NH:1][C:2]3[CH:7]=[CH:6][C:5]([Cl:8])=[CH:4][C:3]=3[N:9]=2)[CH:16]=1, predict the reactants needed to synthesize it. The reactants are: [NH2:1][C:2]1[CH:7]=[CH:6][C:5]([Cl:8])=[CH:4][C:3]=1[NH:9][C:10](=O)[C:11]1[CH:16]=[C:15]([Br:17])[CH:14]=[CH:13][C:12]=1[F:18]. (3) Given the product [C:15]1([CH:12]2[CH2:13][CH2:14][N:9]([C:7]([NH:6][CH2:5][CH2:4][CH2:3][CH2:2][N:24]([CH2:21][CH2:22][CH3:23])[CH:25]3[CH2:33][CH2:32][C:28]4[N:29]=[CH:30][S:31][C:27]=4[CH2:26]3)=[O:8])[CH2:10][CH2:11]2)[CH:20]=[CH:19][CH:18]=[CH:17][CH:16]=1, predict the reactants needed to synthesize it. The reactants are: O=[CH:2][CH2:3][CH2:4][CH2:5][NH:6][C:7]([N:9]1[CH2:14][CH2:13][CH:12]([C:15]2[CH:20]=[CH:19][CH:18]=[CH:17][CH:16]=2)[CH2:11][CH2:10]1)=[O:8].[CH2:21]([NH:24][CH:25]1[CH2:33][CH2:32][C:28]2[N:29]=[CH:30][S:31][C:27]=2[CH2:26]1)[CH2:22][CH3:23].C(O[BH-](OC(=O)C)OC(=O)C)(=O)C.[Na+]. (4) Given the product [CH3:15][C:14]1[CH:17]=[C:18]([CH3:19])[N:10]=[C:8]([N:5]2[CH2:6][CH2:7][O:2][CH2:3][CH2:4]2)[N:9]=1, predict the reactants needed to synthesize it. The reactants are: Br.[O:2]1[CH2:7][CH2:6][N:5]([C:8]([NH2:10])=[NH:9])[CH2:4][CH2:3]1.C(O)C.[C:14]([CH2:17][C:18](=O)[CH3:19])(=O)[CH3:15]. (5) Given the product [ClH:28].[NH2:14][C:15]1[CH:16]=[CH:17][C:18](=[O:27])[N:19]([C:21]2[CH:22]=[CH:23][CH:24]=[CH:25][CH:26]=2)[CH:20]=1, predict the reactants needed to synthesize it. The reactants are: C(=[N:14][C:15]1[CH:16]=[CH:17][C:18](=[O:27])[N:19]([C:21]2[CH:26]=[CH:25][CH:24]=[CH:23][CH:22]=2)[CH:20]=1)(C1C=CC=CC=1)C1C=CC=CC=1.[ClH:28]. (6) Given the product [CH3:1][O:2][C:3]1[O:4][C:5]([C:16]2[CH:25]=[CH:24][C:19]([O:20][CH2:21][CH2:22][NH:23][S:34]([CH3:33])(=[O:36])=[O:35])=[CH:18][CH:17]=2)=[C:6]([C:8]2[CH:9]=[CH:10][C:11]([O:14][CH3:15])=[CH:12][CH:13]=2)[N:7]=1, predict the reactants needed to synthesize it. The reactants are: [CH3:1][O:2][C:3]1[O:4][C:5]([C:16]2[CH:25]=[CH:24][C:19]([O:20][CH2:21][CH2:22][NH2:23])=[CH:18][CH:17]=2)=[C:6]([C:8]2[CH:13]=[CH:12][C:11]([O:14][CH3:15])=[CH:10][CH:9]=2)[N:7]=1.C(N(CC)CC)C.[CH3:33][S:34](Cl)(=[O:36])=[O:35]. (7) Given the product [N:1]1[CH:6]=[CH:5][CH:4]=[C:3]([CH:7]([NH:9][C:10]([C:12]2[C:20]3[C:15](=[N:16][CH:17]=[C:18]([C:21]4[C:29]5[C:24](=[CH:25][C:26]([Cl:30])=[CH:27][CH:28]=5)[N:23]([CH2:42][CH2:43][N:44]5[CH2:49][CH2:48][O:47][CH2:46][CH2:45]5)[N:22]=4)[N:19]=3)[N:14]([CH2:31][O:32][CH2:33][CH2:34][Si:35]([CH3:37])([CH3:36])[CH3:38])[CH:13]=2)=[O:11])[CH3:8])[CH:2]=1, predict the reactants needed to synthesize it. The reactants are: [N:1]1[CH:6]=[CH:5][CH:4]=[C:3]([CH:7]([NH:9][C:10]([C:12]2[C:20]3[C:15](=[N:16][CH:17]=[C:18]([C:21]4[C:29]5[C:24](=[CH:25][C:26]([Cl:30])=[CH:27][CH:28]=5)[NH:23][N:22]=4)[N:19]=3)[N:14]([CH2:31][O:32][CH2:33][CH2:34][Si:35]([CH3:38])([CH3:37])[CH3:36])[CH:13]=2)=[O:11])[CH3:8])[CH:2]=1.[H-].[Na+].Br[CH2:42][CH2:43][N:44]1[CH2:49][CH2:48][O:47][CH2:46][CH2:45]1.